From a dataset of Full USPTO retrosynthesis dataset with 1.9M reactions from patents (1976-2016). Predict the reactants needed to synthesize the given product. (1) Given the product [NH:11]1[C:12]2[CH:18]=[CH:17][CH:16]=[CH:15][C:13]=2[N:14]=[C:10]1[CH2:9][N:6]1[C:7]2[N:8]=[CH:21][NH:1][C:2]=2[C:3](=[O:20])[NH:4][C:5]1=[S:19], predict the reactants needed to synthesize it. The reactants are: [NH2:1][C:2]1[C:3](=[O:20])[NH:4][C:5](=[S:19])[N:6]([CH2:9][C:10]2[NH:14][C:13]3[CH:15]=[CH:16][CH:17]=[CH:18][C:12]=3[N:11]=2)[C:7]=1[NH2:8].[C:21](O)(=O)C.C(N)=N. (2) Given the product [Cl:1][C:2]1[CH:11]=[CH:10][CH:9]=[CH:8][C:3]=1[CH:4]=[CH:5][CH:6]=[N:12][NH:13][C:14]([NH2:16])=[S:15], predict the reactants needed to synthesize it. The reactants are: [Cl:1][C:2]1[CH:11]=[CH:10][CH:9]=[CH:8][C:3]=1[CH:4]=[CH:5][CH:6]=O.[NH2:12][NH:13][C:14]([NH2:16])=[S:15]. (3) Given the product [Cl:1][C:2]1[CH:10]=[CH:9][CH:8]=[C:7]2[C:3]=1[C:4]([C:15]([NH:39][CH2:40][C:41]1([OH:50])[CH2:46][CH:45]([CH3:47])[CH2:44][C:43]([F:49])([F:48])[CH2:42]1)=[O:17])=[CH:5][N:6]2[CH:11]1[CH2:12][O:13][CH2:14]1, predict the reactants needed to synthesize it. The reactants are: [Cl:1][C:2]1[CH:10]=[CH:9][CH:8]=[C:7]2[C:3]=1[C:4]([C:15]([OH:17])=O)=[CH:5][N:6]2[CH:11]1[CH2:14][O:13][CH2:12]1.CCN=C=NCCCN(C)C.C1C=CC2N(O)N=NC=2C=1.[NH2:39][CH2:40][C:41]1([OH:50])[CH2:46][CH:45]([CH3:47])[CH2:44][C:43]([F:49])([F:48])[CH2:42]1.